This data is from hERG potassium channel inhibition data for cardiac toxicity prediction from Karim et al.. The task is: Regression/Classification. Given a drug SMILES string, predict its toxicity properties. Task type varies by dataset: regression for continuous values (e.g., LD50, hERG inhibition percentage) or binary classification for toxic/non-toxic outcomes (e.g., AMES mutagenicity, cardiotoxicity, hepatotoxicity). Dataset: herg_karim. (1) The drug is O=C(O)CCc1cnc2c(N3CCN(CCc4ccc(OCCCN5CCCCCC5)cc4)CC3)cccc2c1. The result is 0 (non-blocker). (2) The compound is O=C(Nc1ccc(C(F)(F)F)cc1)N1[C@@H]2CC[C@@H]1CC(S(=O)(=O)c1ccccn1)C2. The result is 0 (non-blocker). (3) The molecule is Nc1ccc(-c2cccs2)cc1NC(=O)c1ccc(N2CCC3(CCCC3=O)CC2)nc1. The result is 0 (non-blocker). (4) The drug is O=c1ccc2ncc(F)cc2n1CCN1CCN(c2nc3cc(C(F)(F)F)ccc3[nH]2)CC1. The result is 1 (blocker). (5) The drug is N#Cc1ccc2c(c1)N(CCN1CCC(NCc3ccc4c(n3)NC(=O)CO4)CC1)C(=O)CO2. The result is 0 (non-blocker).